Dataset: Reaction yield outcomes from USPTO patents with 853,638 reactions. Task: Predict the reaction yield, written as a fraction of the theoretical maximum amount of product (1.0 means a 100% yield; for example, 0.34 means a 34% yield). (1) The reactants are [C:1]1([CH2:7]CNC2CCN([C:16]([O:18][C:19]([CH3:22])(C)C)=[O:17])CC2)[CH:6]=C[CH:4]=[CH:3][CH:2]=1.F[C:24]1C=C(F)C=CC=1N=C=O.O. The catalyst is C(Cl)Cl. The product is [CH3:22][CH2:19][O:18][C:16]([CH3:24])=[O:17].[CH3:4][CH2:3][CH2:2][CH:1]([CH3:7])[CH3:6]. The yield is 0.400. (2) The reactants are [CH3:1][N:2]1[CH2:7][CH2:6][N:5]([C:8]2[CH:13]=[CH:12][CH:11]=[CH:10][C:9]=2[CH2:14][CH:15]2[CH2:19][CH2:18][N:17]([C:20]3[CH:25]=[CH:24][C:23]([C:26]([F:29])([F:28])[F:27])=[CH:22][CH:21]=3)[C:16]2=[O:30])[CH2:4][CH2:3]1.[C:31]1([CH3:58])[CH:36]=[CH:35][C:34]([C:37]([C@:39]([C:55]([OH:57])=[O:56])([OH:54])[C@:40]([C:45]([C:47]2[CH:52]=[CH:51][C:50]([CH3:53])=[CH:49][CH:48]=2)=[O:46])([OH:44])[C:41]([OH:43])=[O:42])=[O:38])=[CH:33][CH:32]=1. The catalyst is CC(=O)CC. The product is [C:31]1([CH3:58])[CH:36]=[CH:35][C:34]([C:37]([C@:39]([C:55]([OH:57])=[O:56])([OH:54])[C@:40]([C:45]([C:47]2[CH:48]=[CH:49][C:50]([CH3:53])=[CH:51][CH:52]=2)=[O:46])([OH:44])[C:41]([OH:43])=[O:42])=[O:38])=[CH:33][CH:32]=1.[CH3:1][N:2]1[CH2:7][CH2:6][N:5]([C:8]2[CH:13]=[CH:12][CH:11]=[CH:10][C:9]=2[CH2:14][C@H:15]2[CH2:19][CH2:18][N:17]([C:20]3[CH:21]=[CH:22][C:23]([C:26]([F:29])([F:28])[F:27])=[CH:24][CH:25]=3)[C:16]2=[O:30])[CH2:4][CH2:3]1. The yield is 0.450. (3) The reactants are C(OC[N:5]1[C:13]2[C:12](=[O:14])[N:11]([CH2:15][CH2:16][CH2:17][CH2:18][C@H:19]([OH:21])[CH3:20])[C:10](=[O:22])[N:9]([CH3:23])[C:8]=2[N:7]=[C:6]1[S:24][CH2:25][CH2:26][Cl:27])C.Cl. The catalyst is C(O)C. The product is [Cl:27][CH2:26][CH2:25][S:24][C:6]1[NH:5][C:13]2[C:12](=[O:14])[N:11]([CH2:15][CH2:16][CH2:17][CH2:18][C@H:19]([OH:21])[CH3:20])[C:10](=[O:22])[N:9]([CH3:23])[C:8]=2[N:7]=1. The yield is 0.860.